This data is from Full USPTO retrosynthesis dataset with 1.9M reactions from patents (1976-2016). The task is: Predict the reactants needed to synthesize the given product. (1) Given the product [Cl:18][CH2:17][CH2:16][CH2:15][O:1][C:2]1[CH:11]=[CH:10][C:5]([C:6]([O:8][CH3:9])=[O:7])=[CH:4][C:3]=1[O:12][CH3:13], predict the reactants needed to synthesize it. The reactants are: [OH:1][C:2]1[CH:11]=[CH:10][C:5]([C:6]([O:8][CH3:9])=[O:7])=[CH:4][C:3]=1[O:12][CH3:13].Br[CH2:15][CH2:16][CH2:17][Cl:18].C(=O)([O-])[O-].[K+].[K+].CC(C)=O. (2) Given the product [Br:10][C:4]1[CH:3]=[C:2]([N:11]2[CH2:16][CH2:15][S:14][CH2:13][CH2:12]2)[CH:7]=[C:6]([O:8][CH3:9])[CH:5]=1, predict the reactants needed to synthesize it. The reactants are: Br[C:2]1[CH:7]=[C:6]([O:8][CH3:9])[CH:5]=[C:4]([Br:10])[CH:3]=1.[NH:11]1[CH2:16][CH2:15][S:14][CH2:13][CH2:12]1. (3) Given the product [CH3:16][O:15][C:7]1[C:8](=[O:14])[N:9]([CH3:13])[C:10]([CH3:12])=[CH:11][C:6]=1[C:4]([OH:5])=[O:3], predict the reactants needed to synthesize it. The reactants are: C([O:3][C:4]([C:6]1[CH:11]=[C:10]([CH3:12])[N:9]([CH3:13])[C:8](=[O:14])[C:7]=1[O:15][CH3:16])=[O:5])C.[OH-].[Na+]. (4) Given the product [ClH:1].[ClH:1].[N:18]1([CH2:24][CH2:25][CH2:26][N:27]2[CH2:28][CH2:29][N:30]([C:2]3[CH:7]=[CH:6][C:5]([C:8]4[CH:13]=[CH:12][C:11]([C:14]([F:17])([F:16])[F:15])=[CH:10][CH:9]=4)=[CH:4][N:3]=3)[CH2:31][CH2:32]2)[CH2:19][CH2:20][CH2:21][CH2:22][CH2:23]1, predict the reactants needed to synthesize it. The reactants are: [Cl:1][C:2]1[CH:7]=[CH:6][C:5]([C:8]2[CH:13]=[CH:12][C:11]([C:14]([F:17])([F:16])[F:15])=[CH:10][CH:9]=2)=[CH:4][N:3]=1.[N:18]1([CH2:24][CH2:25][CH2:26][N:27]2[CH2:32][CH2:31][NH:30][CH2:29][CH2:28]2)[CH2:23][CH2:22][CH2:21][CH2:20][CH2:19]1. (5) Given the product [CH2:28]([C:30]1[N:34]([CH3:35])[C:33]2[CH:36]=[C:37]([N:40]3[CH:45]=[CH:44][C:43]([O:46][CH2:47][C:48]4[CH:52]=[CH:51][S:50][C:49]=4[F:26])=[CH:42][C:41]3=[O:53])[CH:38]=[CH:39][C:32]=2[N:31]=1)[CH3:29], predict the reactants needed to synthesize it. The reactants are: C(C1N(C)C2C=C(N3C=CC(OCC4C=C([F:26])SC=4)=CC3=O)C=CC=2N=1)C.[CH2:28]([C:30]1[N:34]([CH3:35])[C:33]2[CH:36]=[C:37]([N:40]3[CH:45]=[CH:44][C:43]([O:46][CH2:47][C:48]4[CH:52]=[CH:51][S:50][CH:49]=4)=[CH:42][C:41]3=[O:53])[CH:38]=[CH:39][C:32]=2[N:31]=1)[CH3:29]. (6) Given the product [F:27][C:20]1[CH:19]=[C:18]([CH:28]([NH:30][C:31]([C:33]2[N:34]=[C:35]([C:3]3[CH:4]=[CH:5][CH:6]=[C:7]([C:8]([F:11])([F:10])[F:9])[C:2]=3[F:1])[O:36][CH:37]=2)=[O:32])[CH3:29])[CH:17]=[C:16]([F:15])[C:21]=1[NH:22][S:23]([CH3:26])(=[O:25])=[O:24], predict the reactants needed to synthesize it. The reactants are: [F:1][C:2]1[C:7]([C:8]([F:11])([F:10])[F:9])=[CH:6][CH:5]=[CH:4][C:3]=1B(O)O.[F:15][C:16]1[CH:17]=[C:18]([CH:28]([NH:30][C:31]([C:33]2[N:34]=[C:35](Cl)[O:36][CH:37]=2)=[O:32])[CH3:29])[CH:19]=[C:20]([F:27])[C:21]=1[NH:22][S:23]([CH3:26])(=[O:25])=[O:24].C([O-])([O-])=O.[Cs+].[Cs+]. (7) Given the product [C:11]([O:15][C:16]([N:18]1[CH2:19][CH2:20][CH:21]([N:24]2[C:28]3=[N:29][CH:30]=[N:31][C:32]([O:10][C:7]4[CH:8]=[CH:9][C:2]5[S:1][CH:5]=[CH:4][C:3]=5[CH:6]=4)=[C:27]3[CH:26]=[N:25]2)[CH2:22][CH2:23]1)=[O:17])([CH3:14])([CH3:12])[CH3:13], predict the reactants needed to synthesize it. The reactants are: [S:1]1[CH:5]=[CH:4][C:3]2[CH:6]=[C:7]([OH:10])[CH:8]=[CH:9][C:2]1=2.[C:11]([O:15][C:16]([N:18]1[CH2:23][CH2:22][CH:21]([N:24]2[C:28]3=[N:29][CH:30]=[N:31][C:32](Cl)=[C:27]3[CH:26]=[N:25]2)[CH2:20][CH2:19]1)=[O:17])([CH3:14])([CH3:13])[CH3:12].C(=O)([O-])[O-].[K+].[K+].[Cl-].[NH4+].